Dataset: CYP1A2 inhibition data for predicting drug metabolism from PubChem BioAssay. Task: Regression/Classification. Given a drug SMILES string, predict its absorption, distribution, metabolism, or excretion properties. Task type varies by dataset: regression for continuous measurements (e.g., permeability, clearance, half-life) or binary classification for categorical outcomes (e.g., BBB penetration, CYP inhibition). Dataset: cyp1a2_veith. (1) The result is 1 (inhibitor). The molecule is COc1ccc2[nH]cc(CCNc3ccnc(-c4ccccc4Cl)n3)c2c1. (2) The drug is Oc1cccnc1CN1CCCCC1. The result is 0 (non-inhibitor). (3) The compound is N#CCCn1c(=O)cnc2cnc(Nc3ccccc3)nc21. The result is 1 (inhibitor). (4) The compound is COc1ncc2nc(-c3ccc(Cl)cc3)c(=O)n(Cc3cccs3)c2n1. The result is 1 (inhibitor). (5) The drug is COC(Cc1nnc(SC)n1-c1ccc(Cl)cc1)OC. The result is 0 (non-inhibitor).